From a dataset of Forward reaction prediction with 1.9M reactions from USPTO patents (1976-2016). Predict the product of the given reaction. (1) Given the reactants N#N.C(N(CC)C1C=CC=CC=1)C.B.[C:15]([C:18]1[CH:19]=[C:20]([CH:36]=[CH:37][CH:38]=1)[C:21]([N:23]1[CH2:28][CH2:27][N:26]([C:29]([O:31][C:32]([CH3:35])([CH3:34])[CH3:33])=[O:30])[CH2:25][CH2:24]1)=O)(=[O:17])[CH3:16].Cl, predict the reaction product. The product is: [OH:17][C@H:15]([C:18]1[CH:19]=[C:20]([CH:36]=[CH:37][CH:38]=1)[CH2:21][N:23]1[CH2:24][CH2:25][N:26]([C:29]([O:31][C:32]([CH3:33])([CH3:35])[CH3:34])=[O:30])[CH2:27][CH2:28]1)[CH3:16]. (2) Given the reactants [CH3:1][C:2]1[CH:6]=[C:5]([NH2:7])[N:4]([C:8]2[CH:13]=[CH:12][CH:11]=[CH:10][C:9]=2[CH3:14])[N:3]=1.C1(P(C2C=CC=CC=2)C2C=CC=CC=2OC2C=CC=CC=2P(C2C=CC=CC=2)C2C=CC=CC=2)C=CC=CC=1.[CH3:54][O:55][C:56](=[O:64])[C:57]1[CH:62]=[CH:61][CH:60]=[CH:59][C:58]=1Br.C(=O)([O-])[O-].[Cs+].[Cs+], predict the reaction product. The product is: [CH3:54][O:55][C:56]([C:57]1[CH:62]=[CH:61][CH:60]=[CH:59][C:58]=1[NH:7][C:5]1[N:4]([C:8]2[CH:13]=[CH:12][CH:11]=[CH:10][C:9]=2[CH3:14])[N:3]=[C:2]([CH3:1])[CH:6]=1)=[O:64]. (3) Given the reactants [Cl:1][C:2]1[CH:3]=[C:4]([CH:10]([C:28]([F:31])([F:30])[F:29])/[CH:11]=[CH:12]/[C:13]2[CH:14]=[C:15]3[C:20](=[CH:21][CH:22]=2)[C:19](=[O:23])[N:18]([CH2:24][C:25]([OH:27])=O)[N:17]=[CH:16]3)[CH:5]=[C:6]([Cl:9])[C:7]=1[F:8].[F:32][C:33]([F:37])([F:36])[CH2:34][NH2:35].C1CN([P+](ON2N=NC3C=CC=CC2=3)(N2CCCC2)N2CCCC2)CC1.F[P-](F)(F)(F)(F)F.CCN(C(C)C)C(C)C, predict the reaction product. The product is: [Cl:1][C:2]1[CH:3]=[C:4]([CH:10]([C:28]([F:29])([F:31])[F:30])/[CH:11]=[CH:12]/[C:13]2[CH:14]=[C:15]3[C:20](=[CH:21][CH:22]=2)[C:19](=[O:23])[N:18]([CH2:24][C:25]([NH:35][CH2:34][C:33]([F:37])([F:36])[F:32])=[O:27])[N:17]=[CH:16]3)[CH:5]=[C:6]([Cl:9])[C:7]=1[F:8]. (4) The product is: [C:17]([C:21]1[CH:22]=[CH:23][C:24]([NH:25][C:12](=[O:14])[C:11]2[CH:10]=[CH:9][C:8]([C:3]3[C:2]([Cl:1])=[CH:7][CH:6]=[CH:5][N:4]=3)=[CH:16][CH:15]=2)=[CH:26][CH:27]=1)([CH3:20])([CH3:18])[CH3:19]. Given the reactants [Cl:1][C:2]1[C:3]([C:8]2[CH:16]=[CH:15][C:11]([C:12]([OH:14])=O)=[CH:10][CH:9]=2)=[N:4][CH:5]=[CH:6][CH:7]=1.[C:17]([C:21]1[CH:27]=[CH:26][C:24]([NH2:25])=[CH:23][CH:22]=1)([CH3:20])([CH3:19])[CH3:18].C1CCC(N=C=NC2CCCCC2)CC1.C1C=CC2N(O)N=NC=2C=1.C(N(CC)CC)C, predict the reaction product. (5) Given the reactants [O:1]1[C:5]2[CH:6]=[CH:7][CH:8]=[CH:9][C:4]=2[CH:3]=[C:2]1[CH:10]([NH:17][C:18]1[CH:26]=[CH:25][C:21]([C:22](O)=[O:23])=[CH:20][CH:19]=1)[CH:11]1[CH2:16][CH2:15][CH2:14][CH2:13][CH2:12]1.[CH3:27][NH:28][CH2:29][CH2:30][C:31]([O:33]CC)=[O:32], predict the reaction product. The product is: [O:1]1[C:5]2[CH:6]=[CH:7][CH:8]=[CH:9][C:4]=2[CH:3]=[C:2]1[CH:10]([NH:17][C:18]1[CH:19]=[CH:20][C:21]([C:22]([N:28]([CH3:27])[CH2:29][CH2:30][C:31]([OH:33])=[O:32])=[O:23])=[CH:25][CH:26]=1)[CH:11]1[CH2:12][CH2:13][CH2:14][CH2:15][CH2:16]1. (6) The product is: [CH2:21]([C:20]1[N:8]([CH2:7][CH2:6][CH2:5][CH2:4][CH2:3][S:2][CH3:1])[C:9]2[C:18]3[CH:17]=[CH:16][CH:15]=[CH:14][C:13]=3[N:12]=[CH:11][C:10]=2[N:19]=1)[CH2:22][CH2:23][CH2:24][CH2:25][CH3:26]. Given the reactants [CH3:1][S:2][CH2:3][CH2:4][CH2:5][CH2:6][CH2:7][NH:8][C:9]1[C:18]2[C:13](=[CH:14][CH:15]=[CH:16][CH:17]=2)[N:12]=[CH:11][C:10]=1[NH:19][C:20](=O)[CH2:21][CH2:22][CH2:23][CH2:24][CH2:25][CH3:26].Cl.N1C=CC=CC=1, predict the reaction product.